From a dataset of Full USPTO retrosynthesis dataset with 1.9M reactions from patents (1976-2016). Predict the reactants needed to synthesize the given product. (1) Given the product [Br:19][C:15]1[N:14]=[C:13]([C:21]2([CH:22]=[CH:23][CH:24]=[CH:25][CH2:26]2)[CH2:20][OH:27])[CH:18]=[CH:17][CH:16]=1, predict the reactants needed to synthesize it. The reactants are: C([Mg]Cl)CCC.C([Li])CCC.Br[C:13]1[CH:18]=[CH:17][CH:16]=[C:15]([Br:19])[N:14]=1.[CH:20](=[O:27])[C:21]1[CH:26]=[CH:25][CH:24]=[CH:23][CH:22]=1. (2) The reactants are: [F:1][C:2]1[C:7]([CH:8]([CH3:10])[CH3:9])=[CH:6][C:5]([C:11]2[CH:19]=[C:18]3[C:14]([C:15](=[O:20])[CH2:16][CH2:17]3)=[CH:13][C:12]=2[C:21]([O:23][CH3:24])=[O:22])=[C:4]([O:25][CH3:26])[CH:3]=1.[CH3:27][Mg]Cl. Given the product [F:1][C:2]1[C:7]([CH:8]([CH3:9])[CH3:10])=[CH:6][C:5]([C:11]2[CH:19]=[C:18]3[C:14]([C:15]([OH:20])([CH3:27])[CH2:16][CH2:17]3)=[CH:13][C:12]=2[C:21]([O:23][CH3:24])=[O:22])=[C:4]([O:25][CH3:26])[CH:3]=1, predict the reactants needed to synthesize it. (3) Given the product [CH2:1]([O:8][C:9]1[CH:10]=[N:11][C:12]2[CH2:13][CH2:14][NH:15][C:16](=[O:19])[C:17]=2[CH:18]=1)[C:2]1[CH:3]=[CH:4][CH:5]=[CH:6][CH:7]=1, predict the reactants needed to synthesize it. The reactants are: [CH2:1]([O:8][C:9]1[CH:10]=[N:11][C:12]2[CH2:13][CH2:14][N:15](CC3C=CC(OC)=CC=3)[C:16](=[O:19])[C:17]=2[CH:18]=1)[C:2]1[CH:7]=[CH:6][CH:5]=[CH:4][CH:3]=1.[N+]([O-])([O-])=O.[NH4+].[Ce]. (4) Given the product [F:7][C:8]1[CH:15]=[CH:14][C:13]([O:16][CH:17]([CH3:19])[CH3:18])=[CH:12][C:9]=1[CH:10]=[CH2:1], predict the reactants needed to synthesize it. The reactants are: [CH3:1]C([O-])(C)C.[K+].[F:7][C:8]1[CH:15]=[CH:14][C:13]([O:16][CH:17]([CH3:19])[CH3:18])=[CH:12][C:9]=1[CH:10]=O. (5) Given the product [CH:1]1[CH:10]=[CH:9][CH:8]=[C:7]2[C:2]=1[C:3]1[N:18]([S:20]([Cl:19])(=[O:23])=[O:21])[C:17]3[C:12](=[CH:13][CH:14]=[C:15]([S:20]([Cl:19])(=[O:23])=[O:21])[CH:16]=3)[C:4]=1[NH:5][C:6]2=[O:11], predict the reactants needed to synthesize it. The reactants are: [CH:1]1[CH:10]=[CH:9][CH:8]=[C:7]2[C:2]=1[C:3]1[NH:18][C:17]3[C:12](=[CH:13][CH:14]=[CH:15][CH:16]=3)[C:4]=1[NH:5][C:6]2=[O:11].[Cl:19][S:20]([OH:23])(=O)=[O:21].